Dataset: Experimentally validated miRNA-target interactions with 360,000+ pairs, plus equal number of negative samples. Task: Binary Classification. Given a miRNA mature sequence and a target amino acid sequence, predict their likelihood of interaction. (1) The miRNA is hsa-miR-6743-5p with sequence AAGGGGCAGGGACGGGUGGCCC. The protein sequence of the target gene is MATVGEWSCVRCTFLNPAGQRQCSICEAPRHKPDLNHILRLSVEEQKWPCARCTFRNFLGKEACEVCGFTPEPAPGAAFLPVLNGVLPKPPAILGEPKGSCQEEAGPVRTAGLVATEPARGQCEDKDEEEKEEQEEEEGAAEPRGGWACPRCTLHNTPVASSCSVCGGPRRLSLPRIPPEALVVPEVVAPAGFHVVPAAPPPGLPGEGAEANPPATSQGPAAEPEPPRVPPFSPFSSTLQNNPVPRSRREVPPQLQPPVPEAAQPSPSAGCRGAPQGSGWAGASRLAELLSGKRLSVLEE.... Result: 1 (interaction). (2) The miRNA is hsa-miR-376b-3p with sequence AUCAUAGAGGAAAAUCCAUGUU. The protein sequence of the target gene is MRLIRNIYIFCSIVMTAEGDAPELPEERELMTNCSNMSLRKVPADLTPATTTLDLSYNLLFQLQSSDFHSVSKLRVLILCHNRIQQLDLKTFEFNKELRYLDLSNNRLKSVTWYLLAGLRYLDLSFNDFDTMPICEEAGNMSHLEILGLSGAKIQKSDFQKIAHLHLNTVFLGFRTLPHYEEGSLPILNTTKLHIVLPMDTNFWVLLRDGIKTSKILEMTNIDGKSQFVSYEMQRNLSLENAKTSVLLLNKVDLLWDDLFLILQFVWHTSVEHFQIRNVTFGGKAYLDHNSFDYSNTVMR.... Result: 0 (no interaction). (3) The miRNA is cfa-miR-421 with sequence AUCAACAGACAUUAAUUGGGCG. The protein sequence of the target gene is MAAIPSSGSLVATHDYYRRRLGSTSSNSSCSSTECPGEAIPHPPGLPKADPGHWWASFFFGKSTLPFMATVLESAEHSEPPQASSSMTACGLARDAPRKQPGGQSSTASAGPPS. Result: 0 (no interaction). (4) The miRNA is hsa-miR-4714-5p with sequence AACUCUGACCCCUUAGGUUGAU. The protein sequence of the target gene is MSGRGKQGGKARAKAKTRSSRAGLQFPVGRVHRLLRKGNYSERVGAGAPVYLAAVLEYLTAEILELAGNAARDNKKTRIIPRHLQLAIRNDEELNKLLGRVTIAQGGVLPNIQAVLLPKKTESHHKAKGK. Result: 0 (no interaction). (5) The protein sequence of the target gene is MEMETTEPEPDCVVQPPSPPDDFSCQMRLSEKITPLKTCFKKKDQKRLGTGTLRSLRPILNTLLESGSLDGVFRSRNQSTDENSLHEPMMKKAMEINSSCPPAENNMSVLIPDRTNVGDQIPEAHPSTEAPERVVPIQDHSFPSETLSGTVADSTPAHFQTDLLHPVSSDVPTSPDCLDKVIDYVPGIFQENSFTIQYILDTSDKLSTELFQDKSEEASLDLVFELVNQLQYHTHQENGIEICMDFLQGTCIYGRDCLKHHTVLPYHWQIKRTTTQKWQSVFNDSQEHLERFYCNPENDR.... The miRNA is hsa-miR-130b-5p with sequence ACUCUUUCCCUGUUGCACUAC. Result: 0 (no interaction). (6) The miRNA is hsa-miR-6124 with sequence GGGAAAAGGAAGGGGGAGGA. The protein sequence of the target gene is MPVAATNSESAMQQVLDNLGSLPNATGAAELDLIFLRGIMESPIVRSLAKAHERLEETKLEAVRDNNLELVQEILRDLAELAEQSSTAAELARILQEPHFQSLLETHDSVASKTYETPPPSPGLDPTFSNQPVPPDAVRMVGIRKTAGEHLGVTFRVEGGELVIARILHGGMVAQQGLLHVGDIIKEVNGQPVGSDPRALQELLRSASGSVILKILPSYQEPHLPRQVFVKCHFDYDPARDSLSPCKEAGLRFNAGDLLQIVNQDDANWWQACHVEGGSAGLIPSQLLEEKRKAFVKRDL.... Result: 0 (no interaction).